This data is from Catalyst prediction with 721,799 reactions and 888 catalyst types from USPTO. The task is: Predict which catalyst facilitates the given reaction. (1) Reactant: Br[C:2]1[CH:25]=[CH:24][C:5]([CH2:6][N:7]2[C:11]3([CH2:15][CH2:14][N:13]([CH:16]4[CH2:21][CH2:20][CH2:19][CH2:18][CH2:17]4)[C:12]3=[O:22])[CH2:10][C@@H:9]([OH:23])[CH2:8]2)=[CH:4][CH:3]=1.O1CCOCC1.CN[C@H]1CCCC[C@@H]1NC.[F:42][C:43]([F:50])([F:49])[C:44]1[CH:48]=[CH:47][NH:46][N:45]=1. Product: [CH:16]1([N:13]2[CH2:14][CH2:15][C:11]3([N:7]([CH2:6][C:5]4[CH:24]=[CH:25][C:2]([N:46]5[CH:47]=[CH:48][C:44]([C:43]([F:50])([F:49])[F:42])=[N:45]5)=[CH:3][CH:4]=4)[CH2:8][C@H:9]([OH:23])[CH2:10]3)[C:12]2=[O:22])[CH2:21][CH2:20][CH2:19][CH2:18][CH2:17]1. The catalyst class is: 205. (2) Reactant: [C:1]([CH2:5][N:6]1[C:16]2[C:11](=[CH:12][CH:13]=[CH:14][CH:15]=2)[CH2:10][C@@H:9]([NH:17][C:18]([C:20]2[NH:21][C:22]3[C:27]([CH:28]=2)=[CH:26][C:25]([Cl:29])=[CH:24][CH:23]=3)=[O:19])[C:7]1=[O:8])([O:3]C)=O.[NH3:30]. Product: [NH2:30][C:1]([CH2:5][N:6]1[C:16]2[C:11](=[CH:12][CH:13]=[CH:14][CH:15]=2)[CH2:10][C@@H:9]([NH:17][C:18]([C:20]2[NH:21][C:22]3[C:27]([CH:28]=2)=[CH:26][C:25]([Cl:29])=[CH:24][CH:23]=3)=[O:19])[C:7]1=[O:8])=[O:3]. The catalyst class is: 83. (3) Reactant: [Cl:1][C:2]1[CH:3]=[C:4]([NH:8][C:9]2[N:14]=[C:13]([C:15]3[CH:20]=[CH:19][N:18]=[C:17]([NH:21][NH2:22])[CH:16]=3)[CH:12]=[CH:11][N:10]=2)[CH:5]=[CH:6][CH:7]=1.[C:23](O)(=[O:30])/[C:24](=[C:26](\[CH:28]=O)/[Cl:27])/[Cl:25]. Product: [Cl:25][C:24]1[C:23](=[O:30])[N:21]([C:17]2[CH:16]=[C:15]([C:13]3[CH:12]=[CH:11][N:10]=[C:9]([NH:8][C:4]4[CH:5]=[CH:6][CH:7]=[C:2]([Cl:1])[CH:3]=4)[N:14]=3)[CH:20]=[CH:19][N:18]=2)[N:22]=[CH:28][C:26]=1[Cl:27]. The catalyst class is: 15. (4) Reactant: [C:1]([NH:8][CH2:9][CH2:10]Br)([O:3][C:4]([CH3:7])([CH3:6])[CH3:5])=[O:2].[N-:12]=[N+:13]=[N-:14].[Na+]. Product: [C:1]([NH:8][CH2:9][CH2:10][N:12]=[N+:13]=[N-:14])([O:3][C:4]([CH3:7])([CH3:6])[CH3:5])=[O:2]. The catalyst class is: 3. (5) Reactant: C[O:2][C:3]1[CH:4]=[CH:5][C:6]2[O:10][C:9]([C:11]3[CH:16]=[CH:15][C:14]([O:17]C)=[CH:13][CH:12]=3)=[CH:8][C:7]=2[C:19]=1[CH3:20].Cl.N1C=CC=CC=1.Cl. Product: [OH:17][C:14]1[CH:15]=[CH:16][C:11]([C:9]2[O:10][C:6]3[CH:5]=[CH:4][C:3]([OH:2])=[C:19]([CH3:20])[C:7]=3[CH:8]=2)=[CH:12][CH:13]=1. The catalyst class is: 13. (6) Reactant: [CH2:1]([O:3][C:4]([C:6]1[S:10][C:9]([C:11]2[CH:16]=[CH:15][C:14]([O:17][CH3:18])=[CH:13][CH:12]=2)=[N:8][C:7]=1[CH2:19]Br)=[O:5])[CH3:2].[CH2:21]([O:23][C:24](=[O:38])[CH2:25][NH:26][CH2:27][C:28]1[CH:33]=[CH:32][C:31]([O:34][CH3:35])=[CH:30][C:29]=1[O:36][CH3:37])[CH3:22].C(=O)([O-])[O-].[K+].[K+]. Product: [CH2:1]([O:3][C:4]([C:6]1[S:10][C:9]([C:11]2[CH:16]=[CH:15][C:14]([O:17][CH3:18])=[CH:13][CH:12]=2)=[N:8][C:7]=1[CH2:19][N:26]([CH2:27][C:28]1[CH:33]=[CH:32][C:31]([O:34][CH3:35])=[CH:30][C:29]=1[O:36][CH3:37])[CH2:25][C:24]([O:23][CH2:21][CH3:22])=[O:38])=[O:5])[CH3:2]. The catalyst class is: 9. (7) Reactant: [F:1][C:2]1[C:3]([N:26]2[CH2:29][CH:28]([NH:30]C(=O)OC(C)(C)C)[CH2:27]2)=[N:4][C:5]([C:8]2[CH:12]=[C:11]([C:13]3[CH:17]=[CH:16][O:15][N:14]=3)[N:10]([CH2:18][C:19]3[CH:24]=[CH:23][CH:22]=[CH:21][C:20]=3[F:25])[N:9]=2)=[N:6][CH:7]=1.C(O)(C(F)(F)F)=O. Product: [F:1][C:2]1[C:3]([N:26]2[CH2:27][CH:28]([NH2:30])[CH2:29]2)=[N:4][C:5]([C:8]2[CH:12]=[C:11]([C:13]3[CH:17]=[CH:16][O:15][N:14]=3)[N:10]([CH2:18][C:19]3[CH:24]=[CH:23][CH:22]=[CH:21][C:20]=3[F:25])[N:9]=2)=[N:6][CH:7]=1. The catalyst class is: 4. (8) Reactant: [OH:1][C@H:2]1[CH2:19][CH2:18][C@@:17]2([CH3:20])[C@@H:4]([CH2:5][CH2:6][C@:7]3([CH3:46])[C@@H:16]2[CH2:15][CH2:14][C@H:13]2[C@@:8]3([CH3:45])[CH2:9][CH2:10][C@@:11]3([C:27]([N:29]4[CH2:33][CH2:32][CH2:31][C@H:30]4[C:34]4[NH:35][C:36]([C:39]5[CH:44]=[CH:43][CH:42]=[CH:41][CH:40]=5)=[CH:37][N:38]=4)=[O:28])[CH2:23][CH2:22][C@@H:21]([C:24]([CH3:26])=[CH2:25])[C@@H:12]32)[C:3]1([CH3:48])[CH3:47].[CH2:49]([O:56][C:57]([C@H:59]1[CH2:62][C@@H:61]([C:63](O)=[O:64])[C:60]1([CH3:67])[CH3:66])=[O:58])[C:50]1[CH:55]=[CH:54][CH:53]=[CH:52][CH:51]=1.C1CCC(N=C=NC2CCCCC2)CC1. Product: [CH3:66][C:60]1([CH3:67])[C@H:61]([C:63]([O:1][C@H:2]2[CH2:19][CH2:18][C@@:17]3([CH3:20])[C@@H:4]([CH2:5][CH2:6][C@:7]4([CH3:46])[C@@H:16]3[CH2:15][CH2:14][C@H:13]3[C@@:8]4([CH3:45])[CH2:9][CH2:10][C@@:11]4([C:27]([N:29]5[CH2:33][CH2:32][CH2:31][C@H:30]5[C:34]5[NH:35][C:36]([C:39]6[CH:40]=[CH:41][CH:42]=[CH:43][CH:44]=6)=[CH:37][N:38]=5)=[O:28])[CH2:23][CH2:22][C@@H:21]([C:24]([CH3:26])=[CH2:25])[C@@H:12]43)[C:3]2([CH3:48])[CH3:47])=[O:64])[CH2:62][C@@H:59]1[C:57]([O:56][CH2:49][C:50]1[CH:51]=[CH:52][CH:53]=[CH:54][CH:55]=1)=[O:58]. The catalyst class is: 64. (9) Reactant: Br[C:2]1[CH:3]=[C:4]([N:8]2[CH2:13][CH2:12][N:11]([C:14]([O:16][C:17]([CH3:20])([CH3:19])[CH3:18])=[O:15])[CH2:10][CH2:9]2)[CH:5]=[N:6][CH:7]=1.[F:21][C:22]1[CH:27]=[C:26]([F:28])[CH:25]=[CH:24][C:23]=1B(O)O.C(=O)([O-])[O-].[Na+].[Na+].C1(C)C=CC=CC=1. Product: [F:21][C:22]1[CH:27]=[C:26]([F:28])[CH:25]=[CH:24][C:23]=1[C:2]1[CH:3]=[C:4]([N:8]2[CH2:13][CH2:12][N:11]([C:14]([O:16][C:17]([CH3:20])([CH3:19])[CH3:18])=[O:15])[CH2:10][CH2:9]2)[CH:5]=[N:6][CH:7]=1. The catalyst class is: 6.